Task: Predict which catalyst facilitates the given reaction.. Dataset: Catalyst prediction with 721,799 reactions and 888 catalyst types from USPTO (1) Reactant: C[O:2][C:3](=O)[CH:4]([CH3:21])[CH2:5][N:6]([C:11]1[C:16]([N+:17]([O-])=O)=[CH:15][N:14]=[C:13]([Cl:20])[N:12]=1)[CH:7]1[CH2:10][CH2:9][CH2:8]1. Product: [Cl:20][C:13]1[N:14]=[CH:15][C:16]2[NH:17][C:3](=[O:2])[CH:4]([CH3:21])[CH2:5][N:6]([CH:7]3[CH2:10][CH2:9][CH2:8]3)[C:11]=2[N:12]=1. The catalyst class is: 770. (2) Reactant: Br[C:2]1[CH:3]=[C:4]([N:8]2[C:16]3[CH:15]=[CH:14][C:13]([CH3:17])=[CH:12][C:11]=3[C:10]3[CH2:18][N:19]([CH3:22])[CH2:20][CH2:21][C:9]2=3)[CH:5]=[CH:6][CH:7]=1.[NH:23]1[C:27]2[CH:28]=[CH:29][C:30](B3OC(C)(C)C(C)(C)O3)=[CH:31][C:26]=2[N:25]=[CH:24]1.C([O-])([O-])=O.[K+].[K+].O. Product: [NH:23]1[C:27]2[CH:28]=[CH:29][C:30]([C:2]3[CH:3]=[C:4]([N:8]4[C:16]5[CH:15]=[CH:14][C:13]([CH3:17])=[CH:12][C:11]=5[C:10]5[CH2:18][N:19]([CH3:22])[CH2:20][CH2:21][C:9]4=5)[CH:5]=[CH:6][CH:7]=3)=[CH:31][C:26]=2[N:25]=[CH:24]1. The catalyst class is: 104. (3) Reactant: [NH2:1][C:2]1[C:7]([N+:8]([O-])=O)=[CH:6][N:5]=[CH:4][C:3]=1[C:11]1[CH:12]=[C:13]([NH:18][CH2:19][CH2:20][N:21]([CH3:23])[CH3:22])[CH:14]=[C:15]([F:17])[CH:16]=1. Product: [CH3:22][N:21]([CH3:23])[CH2:20][CH2:19][NH:18][C:13]1[CH:12]=[C:11]([C:3]2[C:2]([NH2:1])=[C:7]([NH2:8])[CH:6]=[N:5][CH:4]=2)[CH:16]=[C:15]([F:17])[CH:14]=1. The catalyst class is: 19. (4) The catalyst class is: 557. Reactant: C(O[C:6](=O)[NH:7][CH:8]([CH2:12][O:13][C:14]1[CH:23]=[CH:22][C:21]2[C:16](=[CH:17][CH:18]=[C:19]([Br:24])[CH:20]=2)[CH:15]=1)[CH:9]([CH3:11])[CH3:10])(C)(C)C.Br[CH2:27][CH2:28][CH2:29]CBr.C(=O)(O)[O-].[Na+].C(OC(OC(C)(C)C)=O)(OC(C)(C)C)=O. Product: [Br:24][C:19]1[CH:20]=[C:21]2[C:16](=[CH:17][CH:18]=1)[CH:15]=[C:14]([O:13][CH2:12][CH:8]([N:7]1[CH2:6][CH2:29][CH2:28][CH2:27]1)[CH:9]([CH3:10])[CH3:11])[CH:23]=[CH:22]2. (5) Reactant: [N+]([C:4]1[CH:5]=[C:6]([Br:13])[CH:7]=[CH:8][C:9]=1[N+:10]([O-:12])=[O:11])([O-])=O.[O-:14][CH2:15][CH3:16].[Na+]. Product: [N+:10]([C:9]1[CH:8]=[CH:7][C:6]([Br:13])=[CH:5][C:4]=1[O:14][CH2:15][CH3:16])([O-:12])=[O:11]. The catalyst class is: 8. (6) Reactant: [OH:1][CH:2]([C:8]1[CH:9]=[N:10][CH:11]=[C:12]([C:14]2[CH:15]=[C:16]3[C:22]([C:23]4[CH:28]=[CH:27][CH:26]=[CH:25][C:24]=4[O:29][CH3:30])=[N:21][N:20](COCC[Si](C)(C)C)[C:17]3=[N:18][CH:19]=2)[CH:13]=1)[C:3]([N:5]([CH3:7])[CH3:6])=[O:4].Cl(O)(=O)(=O)=O. Product: [OH:1][CH:2]([C:8]1[CH:9]=[N:10][CH:11]=[C:12]([C:14]2[CH:15]=[C:16]3[C:22]([C:23]4[CH:28]=[CH:27][CH:26]=[CH:25][C:24]=4[O:29][CH3:30])=[N:21][NH:20][C:17]3=[N:18][CH:19]=2)[CH:13]=1)[C:3]([N:5]([CH3:6])[CH3:7])=[O:4]. The catalyst class is: 15.